Dataset: Full USPTO retrosynthesis dataset with 1.9M reactions from patents (1976-2016). Task: Predict the reactants needed to synthesize the given product. (1) Given the product [Cl:21][C:22]1[CH:27]=[CH:26][CH:25]=[CH:24][C:23]=1[C:2]1[CH:7]=[CH:6][CH:5]=[CH:4][C:3]=1[CH2:8][C:9]1[S:13][C:12]([NH2:14])=[N:11][N:10]=1, predict the reactants needed to synthesize it. The reactants are: Br[C:2]1[CH:7]=[CH:6][CH:5]=[CH:4][C:3]=1[CH2:8][C:9]1[S:13][C:12]([NH2:14])=[N:11][N:10]=1.C([O-])([O-])=O.[Na+].[Na+].[Cl:21][C:22]1[CH:27]=[CH:26][CH:25]=[CH:24][C:23]=1B(O)O. (2) Given the product [CH2:1]([NH:3][C:4]([C:6]1[C:14]2[C:9](=[N:10][CH:11]=[C:12]([O:57][C:53]3[CH:54]=[CH:55][CH:56]=[C:51]([CH:48]([CH3:50])[CH3:49])[CH:52]=3)[N:13]=2)[NH:8][CH:7]=1)=[O:5])[CH3:2], predict the reactants needed to synthesize it. The reactants are: [CH2:1]([NH:3][C:4]([C:6]1[C:14]2[C:9](=[N:10][CH:11]=[C:12](Br)[N:13]=2)[N:8](COCC[Si](C)(C)C)[CH:7]=1)=[O:5])[CH3:2].C(NC(C1C2C(=NC=C(Br)N=2)N(COCC[Si](C)(C)C)C=1)=O)(C)C.[CH:48]([C:51]1[CH:52]=[C:53]([OH:57])[CH:54]=[CH:55][CH:56]=1)([CH3:50])[CH3:49].C(C1C=C(O)C=CC=1)#N. (3) Given the product [NH2:15][CH:13]([CH3:14])[CH2:12][C:9]1[CH:10]=[CH:11][C:2]([F:1])=[C:3]([CH2:4][OH:5])[CH:8]=1, predict the reactants needed to synthesize it. The reactants are: [F:1][C:2]1[CH:11]=[CH:10][C:9](/[CH:12]=[C:13](/[N+:15]([O-])=O)\[CH3:14])=[CH:8][C:3]=1[C:4](OC)=[O:5].[H-].[H-].[H-].[H-].[Li+].[Al+3]. (4) Given the product [F:25][C:11]1[CH:10]=[C:9]([OH:8])[CH:14]=[CH:13][C:12]=1[C:15]1[N:16]=[CH:17][C:18]([C:21]([O:23][CH3:24])=[O:22])=[N:19][CH:20]=1, predict the reactants needed to synthesize it. The reactants are: C([O:8][C:9]1[CH:14]=[CH:13][C:12]([C:15]2[N:16]=[CH:17][C:18]([C:21]([O:23][CH3:24])=[O:22])=[N:19][CH:20]=2)=[C:11]([F:25])[CH:10]=1)C1C=CC=CC=1. (5) Given the product [CH3:1][O:2][C:3]1[C:8]([C:9]2[CH:14]=[CH:13][C:12]([O:15][C:16]3[CH:21]=[CH:20][N:19]=[C:18]([C:22]4[CH:23]=[N:24][N:25]([CH3:27])[CH:26]=4)[CH:17]=3)=[C:11]([CH3:28])[N:10]=2)=[CH:7][N:6]=[C:5]([NH:43][CH3:42])[N:4]=1, predict the reactants needed to synthesize it. The reactants are: [CH3:1][O:2][C:3]1[C:8]([C:9]2[CH:14]=[CH:13][C:12]([O:15][C:16]3[CH:21]=[CH:20][N:19]=[C:18]([C:22]4[CH:23]=[N:24][N:25]([CH3:27])[CH:26]=4)[CH:17]=3)=[C:11]([CH3:28])[N:10]=2)=[CH:7][N:6]=[C:5](SC)[N:4]=1.C1C=C(Cl)C=C(C(OO)=O)C=1.[CH3:42][NH2:43]. (6) The reactants are: Cl.[F:2][C:3]1[CH:4]=[C:5]([N:15]2[CH2:19][C@H:18]([CH2:20][NH:21][C:22](=[O:24])[CH3:23])[O:17][C:16]2=[O:25])[CH:6]=[CH:7][C:8]=1[N:9]1[CH2:14][CH2:13][NH:12][CH2:11][CH2:10]1.[Cl:26][C:27]1[CH:36]=[C:35]2[C:30]([C:31]([NH:37][CH2:38][C:39](O)=[O:40])=[CH:32][CH:33]=[N:34]2)=[CH:29][CH:28]=1.C1CN([P+](ON2N=NC3C=CC=CC2=3)(N2CCCC2)N2CCCC2)CC1.F[P-](F)(F)(F)(F)F.CN1CCOCC1. Given the product [Cl:26][C:27]1[CH:36]=[C:35]2[C:30]([C:31]([NH:37][CH2:38][C:39]([N:12]3[CH2:13][CH2:14][N:9]([C:8]4[CH:7]=[CH:6][C:5]([N:15]5[CH2:19][C@H:18]([CH2:20][NH:21][C:22](=[O:24])[CH3:23])[O:17][C:16]5=[O:25])=[CH:4][C:3]=4[F:2])[CH2:10][CH2:11]3)=[O:40])=[CH:32][CH:33]=[N:34]2)=[CH:29][CH:28]=1, predict the reactants needed to synthesize it. (7) The reactants are: [F:1][C:2]1[CH:9]=[C:8]([OH:10])[C:7]([O:11][CH3:12])=[CH:6][C:3]=1[CH:4]=[O:5].C([O-])([O-])=O.[Cs+].[Cs+].Br[CH2:20][CH2:21][O:22][CH3:23]. Given the product [F:1][C:2]1[CH:9]=[C:8]([O:10][CH2:20][CH2:21][O:22][CH3:23])[C:7]([O:11][CH3:12])=[CH:6][C:3]=1[CH:4]=[O:5], predict the reactants needed to synthesize it. (8) Given the product [C:26]1([C:24]2[S:25][C:4]3[C:3]([C:1]([NH2:2])=[O:34])=[CH:8][N:7]=[C:6]([NH:9][C@H:10]4[CH2:15][CH2:14][CH2:13][NH:12][CH2:11]4)[C:5]=3[CH:23]=2)[CH:27]=[CH:28][CH:29]=[CH:30][CH:31]=1, predict the reactants needed to synthesize it. The reactants are: [C:1]([C:3]1[C:4]2[S:25][C:24]([C:26]3[CH:31]=[CH:30][CH:29]=[CH:28][CH:27]=3)=[CH:23][C:5]=2[C:6]([NH:9][C@H:10]2[CH2:15][CH2:14][CH2:13][N:12](C(OC(C)(C)C)=O)[CH2:11]2)=[N:7][CH:8]=1)#[N:2].Cl.C([O-])(O)=[O:34].[Na+]. (9) Given the product [Cl:1][C:2]1[CH:29]=[CH:28][CH:27]=[C:26]([CH:30]2[CH2:35][CH2:34][CH2:33][CH2:32][CH2:31]2)[C:3]=1[C:4]([N:6]1[C:14]2[C:9](=[N:10][CH:11]=[CH:12][CH:13]=2)[C:8]([C:15]2[CH:24]=[CH:23][C:18]([C:19]([OH:21])=[O:20])=[CH:17][C:16]=2[F:25])=[N:7]1)=[O:5], predict the reactants needed to synthesize it. The reactants are: [Cl:1][C:2]1[CH:29]=[CH:28][CH:27]=[C:26]([CH:30]2[CH2:35][CH2:34][CH2:33][CH2:32][CH2:31]2)[C:3]=1[C:4]([N:6]1[C:14]2[C:9](=[N:10][CH:11]=[CH:12][CH:13]=2)[C:8]([C:15]2[CH:24]=[CH:23][C:18]([C:19]([O:21]C)=[O:20])=[CH:17][C:16]=2[F:25])=[N:7]1)=[O:5].O.[OH-].[Li+].Cl.